From a dataset of Catalyst prediction with 721,799 reactions and 888 catalyst types from USPTO. Predict which catalyst facilitates the given reaction. (1) Reactant: [Br:1][C:2]1[CH:3]=[C:4]2[C:8](=[CH:9][CH:10]=1)[NH:7][C:6]([C:11]([OH:13])=O)=[CH:5]2.C([N:17](C(C)C)CC)(C)C.C1CN([P+](ON2N=NC3C=CC=CC2=3)(N2CCCC2)N2CCCC2)CC1.F[P-](F)(F)(F)(F)F.C1C=CC2N(O)N=NC=2C=1.[NH4+].[Cl-]. Product: [Br:1][C:2]1[CH:3]=[C:4]2[C:8](=[CH:9][CH:10]=1)[NH:7][C:6]([C:11]([NH2:17])=[O:13])=[CH:5]2. The catalyst class is: 3. (2) Reactant: COC1C=CC([CH2:7][N:8](C)[C:9]2[C:14]3=[C:15]([C:19]4[CH:20]=[N:21][N:22]([CH3:34])[C:23]=4[C:24]4[CH:29]=[CH:28][C:27]([C:30]([F:33])([F:32])[F:31])=[CH:26][N:25]=4)[N:16]=[C:17]([CH3:18])[N:13]3[N:12]=[CH:11][N:10]=2)=CC=1.FC(F)(F)C(O)=O.COC1C=CC=CC=1.C. Product: [CH3:7][NH:8][C:9]1[C:14]2=[C:15]([C:19]3[CH:20]=[N:21][N:22]([CH3:34])[C:23]=3[C:24]3[CH:29]=[CH:28][C:27]([C:30]([F:33])([F:32])[F:31])=[CH:26][N:25]=3)[N:16]=[C:17]([CH3:18])[N:13]2[N:12]=[CH:11][N:10]=1. The catalyst class is: 98. (3) Reactant: [CH3:1][O:2][C:3]1[CH:8]=[CH:7][C:6](B(O)O)=[CH:5][CH:4]=1.C(=O)([O-])[O-].[Na+].[Na+].FC(F)(F)S(O[C:24]1[CH:25]=[CH:26][C:27]2[N:33]3[C:34]([CH3:37])=[N:35][N:36]=[C:32]3[C@H:31]([CH2:38][C:39]([NH:41][CH2:42][CH3:43])=[O:40])[N:30]=[C:29]([C:44]3[CH:49]=[CH:48][C:47]([Cl:50])=[CH:46][CH:45]=3)[C:28]=2[CH:51]=1)(=O)=O.O. Product: [Cl:50][C:47]1[CH:46]=[CH:45][C:44]([C:29]2[C:28]3[CH:51]=[C:24]([C:6]4[CH:7]=[CH:8][C:3]([O:2][CH3:1])=[CH:4][CH:5]=4)[CH:25]=[CH:26][C:27]=3[N:33]3[C:34]([CH3:37])=[N:35][N:36]=[C:32]3[C@H:31]([CH2:38][C:39]([NH:41][CH2:42][CH3:43])=[O:40])[N:30]=2)=[CH:49][CH:48]=1. The catalyst class is: 628. (4) Reactant: C[O:2][C:3](=[O:31])[CH2:4][O:5][C:6]1[CH:11]=[CH:10][C:9]([O:12][CH2:13][CH2:14][C:15]2[S:16][CH:17]=[C:18]([C:20]3[CH:25]=[CH:24][C:23]([C:26]([F:29])([F:28])[F:27])=[CH:22][CH:21]=3)[N:19]=2)=[CH:8][C:7]=1[CH3:30].C1COCC1.[Li+].[OH-].Cl. Product: [CH3:30][C:7]1[CH:8]=[C:9]([O:12][CH2:13][CH2:14][C:15]2[S:16][CH:17]=[C:18]([C:20]3[CH:25]=[CH:24][C:23]([C:26]([F:28])([F:27])[F:29])=[CH:22][CH:21]=3)[N:19]=2)[CH:10]=[CH:11][C:6]=1[O:5][CH2:4][C:3]([OH:31])=[O:2]. The catalyst class is: 5. (5) Reactant: [C:1]([O:5][C:6]([N:8]1[CH2:12][CH2:11][CH:10]([O:13][C:14]2[CH:21]=[CH:20][C:17](C=O)=[CH:16][CH:15]=2)[CH2:9]1)=[O:7])([CH3:4])([CH3:3])[CH3:2].ClC1C=CC=C(C(OO)=[O:30])C=1.C(=O)([O-])O.[Na+].S([O-])([O-])(=O)=S.[Na+].[Na+]. Product: [C:1]([O:5][C:6]([N:8]1[CH2:12][CH2:11][CH:10]([O:13][C:14]2[CH:21]=[CH:20][C:17]([OH:30])=[CH:16][CH:15]=2)[CH2:9]1)=[O:7])([CH3:4])([CH3:3])[CH3:2]. The catalyst class is: 2. (6) Product: [CH3:18][N:1]1[CH:5]=[C:4]([C:6]([O:8][CH3:9])=[O:7])[C:3]([C:10]([O:12][CH3:13])=[O:11])=[N:2]1. The catalyst class is: 20. Reactant: [NH:1]1[CH:5]=[C:4]([C:6]([O:8][CH3:9])=[O:7])[C:3]([C:10]([O:12][CH3:13])=[O:11])=[N:2]1.[H-].[Na+].CI.[CH3:18]COC(C)=O. (7) Reactant: [Cl:1][C:2]1[CH:7]=[CH:6][C:5](I)=[C:4]([F:9])[CH:3]=1.[NH:10]1[CH2:14][CH2:13][CH2:12][C:11]1=[O:15].[C@@H]1(N)CCCC[C@H]1N.P([O-])([O-])([O-])=O.[K+].[K+].[K+].O1CCOCC1. Product: [Cl:1][C:2]1[CH:7]=[CH:6][C:5]([N:10]2[CH2:14][CH2:13][CH2:12][C:11]2=[O:15])=[C:4]([F:9])[CH:3]=1. The catalyst class is: 205. (8) Reactant: [CH3:1][CH2:2][C@@H:3]([NH2:7])[C:4]([OH:6])=[O:5]. Product: [CH3:1][CH2:2][C@H:3]([NH2:7])[C:4]([OH:6])=[O:5].[CH3:1][CH2:2][C@@H:3]([NH2:7])[C:4]([OH:6])=[O:5]. The catalyst class is: 6. (9) The catalyst class is: 2. Product: [O:25]1[CH:29]=[CH:28][C:27]([C:30]([N:21]2[CH2:22][CH2:23][N:18]([C:6]3[N:5]=[C:4]([CH:1]([CH3:3])[CH3:2])[CH:11]=[C:10]([C:12]4[CH:17]=[CH:16][CH:15]=[CH:14][CH:13]=4)[C:7]=3[C:8]#[N:9])[CH2:19][C@H:20]2[CH3:24])=[O:31])=[CH:26]1. Reactant: [CH:1]([C:4]1[CH:11]=[C:10]([C:12]2[CH:17]=[CH:16][CH:15]=[CH:14][CH:13]=2)[C:7]([C:8]#[N:9])=[C:6]([N:18]2[CH2:23][CH2:22][NH:21][C@H:20]([CH3:24])[CH2:19]2)[N:5]=1)([CH3:3])[CH3:2].[O:25]1[CH:29]=[CH:28][C:27]([C:30](O)=[O:31])=[CH:26]1.CCN=C=NCCCN(C)C.C1C=CC2N(O)N=NC=2C=1.C(N(CC)CC)C.